From a dataset of Ames mutagenicity test results for genotoxicity prediction. Regression/Classification. Given a drug SMILES string, predict its toxicity properties. Task type varies by dataset: regression for continuous values (e.g., LD50, hERG inhibition percentage) or binary classification for toxic/non-toxic outcomes (e.g., AMES mutagenicity, cardiotoxicity, hepatotoxicity). Dataset: ames. The compound is CC12CCC(=O)CC1=C1CC1C1C2CCC2(C)C1C1CC1C21CCC(=O)O1. The result is 0 (non-mutagenic).